From a dataset of Catalyst prediction with 721,799 reactions and 888 catalyst types from USPTO. Predict which catalyst facilitates the given reaction. (1) Reactant: [C:1]([O:5][C:6]([NH:8][C:9]1[CH:10]=[N:11][CH:12]=[CH:13][CH:14]=1)=[O:7])([CH3:4])([CH3:3])[CH3:2].[CH:15](N1CCCCC1)=[O:16].O. Product: [CH:15]([C:14]1[CH:13]=[CH:12][N:11]=[CH:10][C:9]=1[NH:8][C:6](=[O:7])[O:5][C:1]([CH3:4])([CH3:2])[CH3:3])=[O:16]. The catalyst class is: 7. (2) Reactant: [Br:1][C:2]1[C:11](I)=[CH:10][C:9]2[C:4](=[CH:5][CH:6]=[CH:7][CH:8]=2)[CH:3]=1.C([Mg]Br)(C)C.[B:18](OC)([O:21]C)[O:19]C.Cl. Product: [Br:1][C:2]1[C:11]([B:18]([OH:21])[OH:19])=[CH:10][C:9]2[C:4]([CH:3]=1)=[CH:5][CH:6]=[CH:7][CH:8]=2. The catalyst class is: 1. (3) Reactant: Cl.[NH2:2][OH:3].C(N(CC)CC)C.[Br:11][C:12]1[CH:13]=[C:14]([CH:17]=[C:18]([CH3:20])[CH:19]=1)[CH:15]=O. Product: [Br:11][C:12]1[CH:13]=[C:14]([CH:17]=[C:18]([CH3:20])[CH:19]=1)[CH:15]=[N:2][OH:3]. The catalyst class is: 8. (4) Reactant: [BH4-].[Na+].[CH3:3][C:4]1[CH:12]=[CH:11][CH:10]=[C:9]([N+:13]([O-:15])=[O:14])[C:5]=1[C:6](O)=[O:7].COS(=O)(=O)OC.Cl. Product: [CH3:3][C:4]1[CH:12]=[CH:11][CH:10]=[C:9]([N+:13]([O-:15])=[O:14])[C:5]=1[CH2:6][OH:7]. The catalyst class is: 7. (5) Reactant: CS(O[C@H:6]1[C@@H:11]([CH3:12])[CH2:10][C@@H:9]([C:13]2[CH:18]=[CH:17][N:16]=[CH:15][C:14]=2[NH2:19])[CH2:8][C@H:7]1[NH:20][C:21]([O:23][C:24]([CH3:27])([CH3:26])[CH3:25])=[O:22])(=O)=O.[N-:28]=[N+:29]=[N-:30].[Na+]. Product: [NH2:19][C:14]1[CH:15]=[N:16][CH:17]=[CH:18][C:13]=1[C@H:9]1[CH2:8][C@@H:7]([NH:20][C:21](=[O:22])[O:23][C:24]([CH3:27])([CH3:26])[CH3:25])[C@H:6]([N:28]=[N+:29]=[N-:30])[C@@H:11]([CH3:12])[CH2:10]1. The catalyst class is: 3. (6) Reactant: Cl.[CH3:2][O:3][C:4](=[O:10])[C@H:5]([CH:7]([CH3:9])[CH3:8])[NH2:6].[O-]S([O-])(=O)=O.[Mg+2].[CH:17](=O)[CH2:18][CH2:19][CH2:20][CH2:21][CH2:22][CH2:23][CH2:24][CH2:25][CH3:26].CCN(CC)CC.[BH4-].[Na+]. Product: [CH2:17]([NH:6][C@@H:5]([CH:7]([CH3:9])[CH3:8])[C:4]([O:3][CH3:2])=[O:10])[CH2:18][CH2:19][CH2:20][CH2:21][CH2:22][CH2:23][CH2:24][CH2:25][CH3:26]. The catalyst class is: 92. (7) Reactant: C1(C)C=CC(S([Cl:10])(=O)=O)=CC=1.[NH2:12][C:13]1[C:14]([NH:18][C:19]([NH:21][C:22]2[C:26]([Cl:27])=[CH:25][S:24][C:23]=2[Cl:28])=S)=[CH:15][S:16][CH:17]=1.[OH-].[Na+].Cl. Product: [ClH:10].[Cl:28][C:23]1[S:24][CH:25]=[C:26]([Cl:27])[C:22]=1[NH:21][C:19]1[NH:18][C:14]2=[CH:15][S:16][CH:17]=[C:13]2[N:12]=1. The catalyst class is: 299. (8) Reactant: C([O:5][C:6](=[O:29])[CH2:7][O:8][CH2:9][CH2:10][O:11][C:12]1[CH:17]=[CH:16][C:15]([C:18]2[CH:28]=[CH:27][C:21]([C:22]([O:24][CH2:25][CH3:26])=[O:23])=[CH:20][CH:19]=2)=[CH:14][CH:13]=1)(C)(C)C.FC(F)(F)C(O)=O. Product: [CH2:25]([O:24][C:22]([C:21]1[CH:20]=[CH:19][C:18]([C:15]2[CH:16]=[CH:17][C:12]([O:11][CH2:10][CH2:9][O:8][CH2:7][C:6]([OH:29])=[O:5])=[CH:13][CH:14]=2)=[CH:28][CH:27]=1)=[O:23])[CH3:26]. The catalyst class is: 2. (9) Reactant: [F:1][C:2]([F:21])([F:20])[C:3]1[CH:8]=[CH:7][C:6]([CH:9]2[CH2:14][C:13](=[O:15])[NH:12][C:11]([CH3:16])=[C:10]2[C:17](O)=[O:18])=[CH:5][CH:4]=1.[NH:22]1[C:30]2[C:25](=[CH:26][C:27]([NH2:31])=[CH:28][CH:29]=2)[CH:24]=[N:23]1.C(Cl)CCl.CCN(CC)CC. Product: [NH:22]1[C:30]2[C:25](=[CH:26][C:27]([NH:31][C:17]([C:10]3[CH:9]([C:6]4[CH:5]=[CH:4][C:3]([C:2]([F:20])([F:21])[F:1])=[CH:8][CH:7]=4)[CH2:14][C:13](=[O:15])[NH:12][C:11]=3[CH3:16])=[O:18])=[CH:28][CH:29]=2)[CH:24]=[N:23]1. The catalyst class is: 861.